This data is from Reaction yield outcomes from USPTO patents with 853,638 reactions. The task is: Predict the reaction yield, written as a fraction of the theoretical maximum amount of product (1.0 means a 100% yield; for example, 0.34 means a 34% yield). (1) The reactants are [CH2:1]([CH2:3][C:4]([OH:6])=[O:5])[CH3:2].[C:7]1([CH3:13])[CH:12]=CC=C[CH:8]=1. The catalyst is C/C(/[O-])=C/C(C)=O.C/C(/[O-])=C/C(C)=O.C/C(/[O-])=C/C(C)=O.C/C(/[O-])=C/C(C)=O.[Zr+4]. The product is [CH:1]12[CH2:13][CH:7]([CH:12]=[CH:2]1)[CH2:8][CH:3]2[C:4]([OH:6])=[O:5]. The yield is 0.890. (2) The reactants are [Cl:1][C:2]1[CH:7]=[C:6]([Cl:8])[CH:5]=[CH:4][C:3]=1[C:9]1[C:14]([NH2:15])=[C:13]([C:16]2[CH:21]=[CH:20][C:19]([O:22]C)=[CH:18][CH:17]=2)[N:12]=[CH:11][N:10]=1.B(Br)(Br)Br.CO.O. The product is [NH2:15][C:14]1[C:13]([C:16]2[CH:21]=[CH:20][C:19]([OH:22])=[CH:18][CH:17]=2)=[N:12][CH:11]=[N:10][C:9]=1[C:3]1[CH:4]=[CH:5][C:6]([Cl:8])=[CH:7][C:2]=1[Cl:1]. The catalyst is C(Cl)Cl. The yield is 0.960.